Dataset: Peptide-MHC class I binding affinity with 185,985 pairs from IEDB/IMGT. Task: Regression. Given a peptide amino acid sequence and an MHC pseudo amino acid sequence, predict their binding affinity value. This is MHC class I binding data. (1) The peptide sequence is RAYRNALSM. The MHC is HLA-B45:06 with pseudo-sequence HLA-B45:06. The binding affinity (normalized) is 0.213. (2) The peptide sequence is ILSNTTKTL. The MHC is HLA-A02:06 with pseudo-sequence HLA-A02:06. The binding affinity (normalized) is 0.132. (3) The peptide sequence is VSPHPSPL. The MHC is H-2-Db with pseudo-sequence H-2-Db. The binding affinity (normalized) is 0.179. (4) The peptide sequence is LGPTSGHLVKL. The MHC is Mamu-A01 with pseudo-sequence Mamu-A01. The binding affinity (normalized) is 0.348. (5) The peptide sequence is HEVHAVWPG. The MHC is HLA-A26:01 with pseudo-sequence HLA-A26:01. The binding affinity (normalized) is 0.0847.